The task is: Predict the product of the given reaction.. This data is from Forward reaction prediction with 1.9M reactions from USPTO patents (1976-2016). (1) Given the reactants N[C:2]1[S:3][CH:4]([C:19]2[CH:24]=[CH:23][CH:22]=[CH:21][CH:20]=2)[C:5]([C:8]2[CH:9]=[CH:10][C:11]3[O:16][CH2:15][C:14](=[O:17])[NH:13][C:12]=3[CH:18]=2)=[CH:6][N:7]=1.N(OCCC(C)C)=[O:26].O, predict the reaction product. The product is: [O:26]=[C:2]1[NH:7][CH:6]=[C:5]([C:8]2[CH:9]=[CH:10][C:11]3[O:16][CH2:15][C:14](=[O:17])[NH:13][C:12]=3[CH:18]=2)[CH:4]([C:19]2[CH:24]=[CH:23][CH:22]=[CH:21][CH:20]=2)[S:3]1. (2) Given the reactants F[C:2]1[CH:7]=[CH:6][C:5]([N+:8]([O-:10])=[O:9])=[CH:4][CH:3]=1.C(=O)([O-])[O-].[K+].[K+].[Cl:17][C:18]1[CH:23]=[CH:22][C:21]([OH:24])=[CH:20][C:19]=1[CH2:25][CH3:26].CCOC(C)=O, predict the reaction product. The product is: [Cl:17][C:18]1[CH:23]=[CH:22][C:21]([O:24][C:2]2[CH:7]=[CH:6][C:5]([N+:8]([O-:10])=[O:9])=[CH:4][CH:3]=2)=[CH:20][C:19]=1[CH2:25][CH3:26].